The task is: Predict the reaction yield, written as a fraction of the theoretical maximum amount of product (1.0 means a 100% yield; for example, 0.34 means a 34% yield).. This data is from Reaction yield outcomes from USPTO patents with 853,638 reactions. (1) The yield is 0.430. The reactants are C(OC([N:8]1[CH2:13][CH2:12][CH:11]([N:14]2[CH:18]=[C:17]([C:19]3[N:24]=[C:23]4[N:25]([CH2:28][C:29]5[C:34]([F:35])=[CH:33][CH:32]=[C:31]([F:36])[C:30]=5[Cl:37])[N:26]=[N:27][C:22]4=[CH:21][CH:20]=3)[CH:16]=[N:15]2)[CH2:10][CH2:9]1)=O)(C)(C)C.[OH-].[Na+]. The catalyst is ClCCl. The product is [ClH:37].[Cl:37][C:30]1[C:31]([F:36])=[CH:32][CH:33]=[C:34]([F:35])[C:29]=1[CH2:28][N:25]1[C:23]2=[N:24][C:19]([C:17]3[CH:16]=[N:15][N:14]([CH:11]4[CH2:12][CH2:13][NH:8][CH2:9][CH2:10]4)[CH:18]=3)=[CH:20][CH:21]=[C:22]2[N:27]=[N:26]1. (2) The reactants are [C:1]1([CH2:11][O:12][C:13]2[CH:18]=[CH:17][C:16]([CH2:19]O)=[CH:15][CH:14]=2)[C:10]2[C:5](=[CH:6][CH:7]=[CH:8][CH:9]=2)[CH:4]=[CH:3][CH:2]=1.N1C=CC=CC=1.P(Br)(Br)[Br:28]. The catalyst is C1(C)C=CC=CC=1. The product is [Br:28][CH2:19][C:16]1[CH:17]=[CH:18][C:13]([O:12][CH2:11][C:1]2[C:10]3[C:5](=[CH:6][CH:7]=[CH:8][CH:9]=3)[CH:4]=[CH:3][CH:2]=2)=[CH:14][CH:15]=1. The yield is 0.530.